Task: Regression. Given a peptide amino acid sequence and an MHC pseudo amino acid sequence, predict their binding affinity value. This is MHC class II binding data.. Dataset: Peptide-MHC class II binding affinity with 134,281 pairs from IEDB (1) The peptide sequence is CDASILIDPLSNQSA. The MHC is DRB1_1101 with pseudo-sequence DRB1_1101. The binding affinity (normalized) is 0.120. (2) The peptide sequence is YNLSHSYAVDAANHC. The MHC is DRB1_0101 with pseudo-sequence DRB1_0101. The binding affinity (normalized) is 0.698. (3) The peptide sequence is GAQLGELYYAIYKAS. The MHC is DRB1_0701 with pseudo-sequence DRB1_0701. The binding affinity (normalized) is 0.413.